From a dataset of Forward reaction prediction with 1.9M reactions from USPTO patents (1976-2016). Predict the product of the given reaction. (1) Given the reactants [CH2:1]([NH:5][C:6]1[S:7][C:8]([C:11]([OH:20])([C:16]([F:19])([F:18])[F:17])[C:12]([F:15])([F:14])[F:13])=[CH:9][N:10]=1)[CH2:2][CH2:3][CH3:4].[CH2:21]([N:23]=[C:24]=[O:25])[CH3:22], predict the reaction product. The product is: [CH2:1]([N:5]([C:6]1[S:7][C:8]([C:11]([OH:20])([C:12]([F:13])([F:14])[F:15])[C:16]([F:19])([F:17])[F:18])=[CH:9][N:10]=1)[C:24]([NH:23][CH2:21][CH3:22])=[O:25])[CH2:2][CH2:3][CH3:4]. (2) Given the reactants [F:1][C:2]1([F:22])[CH2:6][CH2:5][N:4]([C:7]2[C:20]([F:21])=[CH:19][CH:18]=[CH:17][C:8]=2[CH:9]=[N:10][CH2:11][CH2:12][C:13]([CH3:16])([CH3:15])[CH3:14])[CH2:3]1.[SH:23][C@@H:24]([CH2:28][C:29]([OH:31])=[O:30])[C:25](O)=[O:26], predict the reaction product. The product is: [F:21][C:20]1[C:7]([N:4]2[CH2:5][CH2:6][C:2]([F:1])([F:22])[CH2:3]2)=[C:8]([CH:9]2[N:10]([CH2:11][CH2:12][C:13]([CH3:16])([CH3:15])[CH3:14])[C:25](=[O:26])[C@H:24]([CH2:28][C:29]([OH:31])=[O:30])[S:23]2)[CH:17]=[CH:18][CH:19]=1. (3) Given the reactants Br[C:2]1[C:7]([C:8]#[N:9])=[CH:6][C:5]([C:10]([F:13])([F:12])[F:11])=[N:4][CH:3]=1.[Cl:14][C:15]1[CH:20]=[C:19]([O:21][CH3:22])[CH:18]=[CH:17][C:16]=1B(O)O.C([O-])([O-])=O.[Na+].[Na+], predict the reaction product. The product is: [Cl:14][C:15]1[CH:20]=[C:19]([O:21][CH3:22])[CH:18]=[CH:17][C:16]=1[C:2]1[C:7]([C:8]#[N:9])=[CH:6][C:5]([C:10]([F:13])([F:12])[F:11])=[N:4][CH:3]=1. (4) Given the reactants [F:1][C:2]1[CH:7]=[CH:6][C:5]([N:8]2[C:16]3[C:11](=[CH:12][C:13]([O:17][C@H:18]([C:22]4[CH:27]=[CH:26][CH:25]=[C:24]([O:28][CH3:29])[CH:23]=4)[C@@H:19]([NH2:21])[CH3:20])=[CH:14][CH:15]=3)[CH:10]=[N:9]2)=[CH:4][CH:3]=1.[C:30]([NH:34][C:35](=[O:39])[C:36](O)=[O:37])([CH3:33])([CH3:32])[CH3:31], predict the reaction product. The product is: [F:1][C:2]1[CH:3]=[CH:4][C:5]([N:8]2[C:16]3[C:11](=[CH:12][C:13]([O:17][C@H:18]([C:22]4[CH:27]=[CH:26][CH:25]=[C:24]([O:28][CH3:29])[CH:23]=4)[C@@H:19]([NH:21][C:36]([C:35]([NH:34][C:30]([CH3:33])([CH3:32])[CH3:31])=[O:39])=[O:37])[CH3:20])=[CH:14][CH:15]=3)[CH:10]=[N:9]2)=[CH:6][CH:7]=1. (5) Given the reactants C([O:3][C:4](=O)[CH2:5][N:6]1[C:10]([CH2:11][CH3:12])=[C:9]([CH2:13][C:14]2[CH:22]=[C:21]([CH3:23])[C:20]([O:24][CH3:25])=[C:19]3[C:15]=2[CH2:16][CH2:17][CH2:18]3)[C:8]([CH2:26][CH3:27])=[N:7]1)C.O.[NH2:30][NH2:31], predict the reaction product. The product is: [CH2:26]([C:8]1[C:9]([CH2:13][C:14]2[CH:22]=[C:21]([CH3:23])[C:20]([O:24][CH3:25])=[C:19]3[C:15]=2[CH2:16][CH2:17][CH2:18]3)=[C:10]([CH2:11][CH3:12])[N:6]([CH2:5][C:4]([NH:30][NH2:31])=[O:3])[N:7]=1)[CH3:27].